From a dataset of Forward reaction prediction with 1.9M reactions from USPTO patents (1976-2016). Predict the product of the given reaction. Given the reactants Cl[C:2]1[CH:7]=[C:6]([C:8]2[CH:13]=[C:12]([Br:14])[CH:11]=[CH:10][C:9]=2[O:15][CH2:16][CH3:17])[N:5]=[C:4]([NH2:18])[N:3]=1.[NH2:19][C:20]1[CH:28]=[CH:27][C:23]([CH2:24][CH2:25][OH:26])=[CH:22][CH:21]=1, predict the reaction product. The product is: [NH2:18][C:4]1[N:3]=[C:2]([NH:19][C:20]2[CH:28]=[CH:27][C:23]([CH2:24][CH2:25][OH:26])=[CH:22][CH:21]=2)[CH:7]=[C:6]([C:8]2[CH:13]=[C:12]([Br:14])[CH:11]=[CH:10][C:9]=2[O:15][CH2:16][CH3:17])[N:5]=1.